This data is from Catalyst prediction with 721,799 reactions and 888 catalyst types from USPTO. The task is: Predict which catalyst facilitates the given reaction. (1) Reactant: C([O:3][C:4](=[O:16])[CH:5]([CH2:11][CH:12]1[CH2:15][CH2:14][CH2:13]1)[C:6]([O:8]CC)=[O:7])C.[OH-].[K+]. Product: [CH:12]1([CH2:11][CH:5]([C:6]([OH:8])=[O:7])[C:4]([OH:16])=[O:3])[CH2:15][CH2:14][CH2:13]1. The catalyst class is: 40. (2) Product: [CH3:2][C:3]1([CH3:16])[O:8][CH:7]([C:9]2[CH:14]=[CH:13][C:12]([F:15])=[CH:11][CH:10]=2)[CH2:6][N:5]([C:18]2[N:23]([CH3:24])[C:22](=[O:25])[CH:21]=[C:20]([C:26]3[CH:27]=[CH:28][N:29]=[CH:30][CH:31]=3)[N:19]=2)[CH2:4]1. The catalyst class is: 9. Reactant: Cl.[CH3:2][C:3]1([CH3:16])[O:8][CH:7]([C:9]2[CH:14]=[CH:13][C:12]([F:15])=[CH:11][CH:10]=2)[CH2:6][NH:5][CH2:4]1.Cl[C:18]1[N:23]([CH3:24])[C:22](=[O:25])[CH:21]=[C:20]([C:26]2[CH:31]=[CH:30][N:29]=[CH:28][CH:27]=2)[N:19]=1.C(N(CC)CC)C.O. (3) Reactant: Cl[C:2]1[C:11]([C:12]([O:14][CH2:15][CH3:16])=[O:13])=[CH:10][C:9]2[C:4](=[CH:5][CH:6]=[CH:7][CH:8]=2)[N:3]=1.[CH3:17][O:18][C:19]1[CH:24]=[CH:23][CH:22]=[CH:21][C:20]=1B(O)O.C([O-])([O-])=O.[K+].[K+]. Product: [CH3:17][O:18][C:19]1[CH:24]=[CH:23][CH:22]=[CH:21][C:20]=1[C:2]1[C:11]([C:12]([O:14][CH2:15][CH3:16])=[O:13])=[CH:10][C:9]2[C:4](=[CH:5][CH:6]=[CH:7][CH:8]=2)[N:3]=1. The catalyst class is: 339. (4) Reactant: [Cl:1][C:2]1[CH:3]=[CH:4][C:5](F)=[C:6]([CH:9]=1)[CH:7]=O.C(=O)(O)O.[NH2:15][C:16]([NH2:18])=[NH:17].O. Product: [Cl:1][C:2]1[CH:9]=[C:6]2[C:5](=[CH:4][CH:3]=1)[N:17]=[C:16]([NH2:18])[N:15]=[CH:7]2. The catalyst class is: 44. (5) The catalyst class is: 3. Product: [N:56]([CH:43]1[C@@H:38]2[CH2:37][N:36]([C:12]3[N:13]=[C:14]([C:15]4[O:16][C:17]([C:20]5[CH:25]=[CH:24][C:23]([CH2:26][N:27]([CH3:28])[C:29](=[O:30])[O:31][C:32]([CH3:33])([CH3:35])[CH3:34])=[CH:22][CH:21]=5)=[N:18][N:19]=4)[C:9]([N:8]([C:49]([O:51][C:52]([CH3:54])([CH3:53])[CH3:55])=[O:50])[C:6]([O:5][C:1]([CH3:2])([CH3:4])[CH3:3])=[O:7])=[N:10][CH:11]=3)[CH2:40][C@@H:39]2[CH2:41][CH2:42]1)=[N+:57]=[N-:58]. Reactant: [C:1]([O:5][C:6]([N:8]([C:49]([O:51][C:52]([CH3:55])([CH3:54])[CH3:53])=[O:50])[C:9]1[N:10]=[CH:11][C:12]([N:36]2[CH2:40][C@@H:39]3[CH2:41][CH2:42][CH:43](CS([O-])(=O)=O)[C@H:38]3[CH2:37]2)=[N:13][C:14]=1[C:15]1[O:16][C:17]([C:20]2[CH:25]=[CH:24][C:23]([CH2:26][N:27]([C:29]([O:31][C:32]([CH3:35])([CH3:34])[CH3:33])=[O:30])[CH3:28])=[CH:22][CH:21]=2)=[N:18][N:19]=1)=[O:7])([CH3:4])([CH3:3])[CH3:2].[N-:56]=[N+:57]=[N-:58].[Na+]. (6) Product: [O:29]=[C:32]1[CH2:25][CH2:23][C:33](=[O:34])[N:31]1[O:15][C:14]([C:12]1[N:13]=[C:9]([C:3]2[CH:4]=[CH:5][CH:6]=[C:7]([Cl:8])[C:2]=2[Cl:1])[S:10][CH:11]=1)=[O:16]. The catalyst class is: 12. Reactant: [Cl:1][C:2]1[C:7]([Cl:8])=[CH:6][CH:5]=[CH:4][C:3]=1[C:9]1[S:10][CH:11]=[C:12]([C:14]([OH:16])=[O:15])[N:13]=1.C(N([CH:23]([CH3:25])C)CC)(C)C.C([NH3+])C.[OH2:29].C[N:31]([CH:33]=[O:34])[CH3:32]. (7) Reactant: [C:1]([C:3]1[CH:4]=[CH:5][C:6]([N:13]2[CH2:18][C@@H:17]([CH3:19])[CH2:16][C@@H:15]([NH:20][C:21](=[O:27])[O:22][C:23]([CH3:26])([CH3:25])[CH3:24])[CH2:14]2)=[C:7]2[C:12]=1[N:11]=[CH:10][CH:9]=[CH:8]2)#[N:2].[OH-].[Na+].OO.O.S([O-])([O-])(=[O:35])=S.[Na+].[Na+].Cl. Product: [C:1]([C:3]1[CH:4]=[CH:5][C:6]([N:13]2[CH2:18][C@@H:17]([CH3:19])[CH2:16][C@@H:15]([NH:20][C:21](=[O:27])[O:22][C:23]([CH3:26])([CH3:25])[CH3:24])[CH2:14]2)=[C:7]2[C:12]=1[N:11]=[CH:10][CH:9]=[CH:8]2)(=[O:35])[NH2:2]. The catalyst class is: 8.